From a dataset of Forward reaction prediction with 1.9M reactions from USPTO patents (1976-2016). Predict the product of the given reaction. (1) Given the reactants [Si:1]([O:8][C@@H:9]([C:25]1[CH:30]=[CH:29][CH:28]=[CH:27][C:26]=1[C:31]1[CH:36]=[CH:35][C:34]([Cl:37])=[CH:33][CH:32]=1)[CH:10]1[CH2:15][CH2:14][N:13]([C:16]2[CH:24]=[CH:23][C:19]([C:20](O)=[O:21])=[CH:18][CH:17]=2)[CH2:12][CH2:11]1)([C:4]([CH3:7])([CH3:6])[CH3:5])([CH3:3])[CH3:2].[Si:38]([O:55][CH2:56][C@@H:57]1[N:62]([CH2:63][CH2:64][C@@H:65]([NH:74][C:75]2[CH:80]=[CH:79][C:78]([S:81]([NH2:84])(=[O:83])=[O:82])=[CH:77][C:76]=2[S:85]([C:88]([F:91])([F:90])[F:89])(=[O:87])=[O:86])[CH2:66][S:67][C:68]2[CH:73]=[CH:72][CH:71]=[CH:70][CH:69]=2)[CH2:61][CH2:60][O:59][CH2:58]1)([C:51]([CH3:54])([CH3:53])[CH3:52])([C:45]1[CH:50]=[CH:49][CH:48]=[CH:47][CH:46]=1)[C:39]1[CH:44]=[CH:43][CH:42]=[CH:41][CH:40]=1, predict the reaction product. The product is: [Si:1]([O:8][C@@H:9]([C:25]1[CH:30]=[CH:29][CH:28]=[CH:27][C:26]=1[C:31]1[CH:36]=[CH:35][C:34]([Cl:37])=[CH:33][CH:32]=1)[CH:10]1[CH2:15][CH2:14][N:13]([C:16]2[CH:24]=[CH:23][C:19]([C:20]([NH:84][S:81]([C:78]3[CH:79]=[CH:80][C:75]([NH:74][C@H:65]([CH2:64][CH2:63][N:62]4[CH2:61][CH2:60][O:59][CH2:58][C@@H:57]4[CH2:56][O:55][Si:38]([C:51]([CH3:52])([CH3:53])[CH3:54])([C:45]4[CH:46]=[CH:47][CH:48]=[CH:49][CH:50]=4)[C:39]4[CH:44]=[CH:43][CH:42]=[CH:41][CH:40]=4)[CH2:66][S:67][C:68]4[CH:73]=[CH:72][CH:71]=[CH:70][CH:69]=4)=[C:76]([S:85]([C:88]([F:89])([F:90])[F:91])(=[O:86])=[O:87])[CH:77]=3)(=[O:83])=[O:82])=[O:21])=[CH:18][CH:17]=2)[CH2:12][CH2:11]1)([C:4]([CH3:7])([CH3:6])[CH3:5])([CH3:3])[CH3:2]. (2) Given the reactants [NH2:1][C:2]1[CH:3]=[CH:4][C:5]2[N:11]([CH3:12])[C:10](=[O:13])[O:9][CH2:8][CH2:7][C:6]=2[CH:14]=1.Cl[C:16]1[N:21]=[C:20]([NH:22][C@@H:23]([CH:27]([CH3:29])[CH3:28])[C:24]([NH2:26])=[O:25])[C:19]([Cl:30])=[CH:18][N:17]=1, predict the reaction product. The product is: [Cl:30][C:19]1[C:20]([NH:22][C@@H:23]([CH:27]([CH3:29])[CH3:28])[C:24]([NH2:26])=[O:25])=[N:21][C:16]([NH:1][C:2]2[CH:3]=[CH:4][C:5]3[N:11]([CH3:12])[C:10](=[O:13])[O:9][CH2:8][CH2:7][C:6]=3[CH:14]=2)=[N:17][CH:18]=1. (3) Given the reactants [CH:1]([C:3]1[N:34]([S:35]([C:38]2[CH:43]=[CH:42][CH:41]=[CH:40][CH:39]=2)(=[O:37])=[O:36])[C:6]2=[N:7][CH:8]=[CH:9][C:10]([C:11]3[C:12]([C:18]4[CH:23]=[CH:22][C:21]([NH:24][C:25]([NH:27][C:28]5[CH:33]=[CH:32][CH:31]=[CH:30][CH:29]=5)=[O:26])=[CH:20][CH:19]=4)=[N:13][N:14]([CH2:16][CH3:17])[CH:15]=3)=[C:5]2[CH:4]=1)=O.[NH2:44][CH2:45][CH2:46][N:47]1[CH2:52][CH2:51][O:50][CH2:49][CH2:48]1.C(O[BH-](OC(=O)C)OC(=O)C)(=O)C.[Na+], predict the reaction product. The product is: [CH2:16]([N:14]1[CH:15]=[C:11]([C:10]2[CH:9]=[CH:8][N:7]=[C:6]3[N:34]([S:35]([C:38]4[CH:39]=[CH:40][CH:41]=[CH:42][CH:43]=4)(=[O:36])=[O:37])[C:3]([CH2:1][NH:44][CH2:45][CH2:46][N:47]4[CH2:52][CH2:51][O:50][CH2:49][CH2:48]4)=[CH:4][C:5]=23)[C:12]([C:18]2[CH:23]=[CH:22][C:21]([NH:24][C:25]([NH:27][C:28]3[CH:33]=[CH:32][CH:31]=[CH:30][CH:29]=3)=[O:26])=[CH:20][CH:19]=2)=[N:13]1)[CH3:17]. (4) Given the reactants C[Si]([CH:5]=[N+:6]=[N-:7])(C)C.C([Li])CCC.[S:13]1[C:17]2[CH:18]=[CH:19][CH:20]=[CH:21][C:16]=2[N:15]=[C:14]1[O:22][C:23]1[CH:28]=[CH:27][C:26]([CH2:29][CH2:30][N:31]2[CH2:36][CH2:35][CH:34]([C:37]#[N:38])[CH2:33][CH2:32]2)=[CH:25][CH:24]=1.[NH4+].[Cl-], predict the reaction product. The product is: [NH:6]1[CH:5]=[C:37]([CH:34]2[CH2:33][CH2:32][N:31]([CH2:30][CH2:29][C:26]3[CH:25]=[CH:24][C:23]([O:22][C:14]4[S:13][C:17]5[CH:18]=[CH:19][CH:20]=[CH:21][C:16]=5[N:15]=4)=[CH:28][CH:27]=3)[CH2:36][CH2:35]2)[N:38]=[N:7]1. (5) Given the reactants [CH2:1]([O:3][C:4]([C:6]1[C:15]2[C:10](=[CH:11][C:12]([O:18][CH3:19])=[C:13]([O:16][CH3:17])[CH:14]=2)[C:9]([CH2:20][C:21]2[CH:26]=[CH:25][CH:24]=[CH:23][CH:22]=2)=[N:8][CH:7]=1)=[O:5])[CH3:2].[Se](=O)=[O:28], predict the reaction product. The product is: [CH2:1]([O:3][C:4]([C:6]1[C:15]2[C:10](=[CH:11][C:12]([O:18][CH3:19])=[C:13]([O:16][CH3:17])[CH:14]=2)[C:9]([C:20](=[O:28])[C:21]2[CH:22]=[CH:23][CH:24]=[CH:25][CH:26]=2)=[N:8][CH:7]=1)=[O:5])[CH3:2]. (6) Given the reactants [N:1]1[CH:6]=[CH:5][CH:4]=[CH:3][C:2]=1[C:7]1[C:11]([C:12]2[C:21]3[C:16](=[CH:17][CH:18]=[CH:19][CH:20]=3)[N:15]=[CH:14][CH:13]=2)=[CH:10][N:9]([CH2:22][CH2:23][C:24]#[N:25])[N:8]=1.N.[H][H], predict the reaction product. The product is: [N:1]1[CH:6]=[CH:5][CH:4]=[CH:3][C:2]=1[C:7]1[C:11]([C:12]2[C:21]3[C:16](=[CH:17][CH:18]=[CH:19][CH:20]=3)[N:15]=[CH:14][CH:13]=2)=[CH:10][N:9]([CH2:22][CH2:23][CH2:24][NH2:25])[N:8]=1. (7) Given the reactants [Cl:1][C:2]1[CH:3]=[CH:4][C:5]2[C:34]3[C:10](=[C:11]4[C:31](=[CH:32][CH:33]=3)[C:15]3[N:16]=[C:17]([C@@H:19]5[CH2:23][CH2:22][CH2:21][N:20]5[C:24]([O:26][C:27]([CH3:30])([CH3:29])[CH3:28])=[O:25])[NH:18][C:14]=3[CH2:13][CH2:12]4)[O:9][CH2:8][C:6]=2[CH:7]=1, predict the reaction product. The product is: [Cl:1][C:2]1[CH:3]=[CH:4][C:5]2[C:34]3[C:10](=[C:11]4[C:31](=[CH:32][CH:33]=3)[C:15]3[N:16]=[C:17]([C@@H:19]5[CH2:23][CH2:22][CH2:21][N:20]5[C:24]([O:26][C:27]([CH3:30])([CH3:29])[CH3:28])=[O:25])[NH:18][C:14]=3[CH:13]=[CH:12]4)[O:9][CH2:8][C:6]=2[CH:7]=1.